Predict which catalyst facilitates the given reaction. From a dataset of Catalyst prediction with 721,799 reactions and 888 catalyst types from USPTO. Reactant: [NH2:1][C:2]1[CH:7]=[CH:6][C:5]([S:8]([N:11]([C:13]2[CH:32]=[CH:31][C:16]3[N:17]([CH2:24][CH:25]4[CH2:30][CH2:29][CH2:28][CH2:27][CH2:26]4)[C:18]([C:20]([CH3:23])([CH3:22])[CH3:21])=[N:19][C:15]=3[CH:14]=2)[CH3:12])(=[O:10])=[O:9])=[CH:4][CH:3]=1.[C:33](Cl)(=[O:37])[CH:34]([CH3:36])[CH3:35]. Product: [C:20]([C:18]1[N:17]([CH2:24][CH:25]2[CH2:30][CH2:29][CH2:28][CH2:27][CH2:26]2)[C:16]2[CH:31]=[CH:32][C:13]([N:11]([CH3:12])[S:8]([C:5]3[CH:6]=[CH:7][C:2]([NH:1][C:33](=[O:37])[CH:34]([CH3:36])[CH3:35])=[CH:3][CH:4]=3)(=[O:10])=[O:9])=[CH:14][C:15]=2[N:19]=1)([CH3:23])([CH3:22])[CH3:21]. The catalyst class is: 79.